Dataset: Forward reaction prediction with 1.9M reactions from USPTO patents (1976-2016). Task: Predict the product of the given reaction. (1) The product is: [CH3:12][O:11][C:9](=[O:10])[C:8]1[CH:13]=[C:4]([N+:1]([O-:3])=[O:2])[CH:5]=[CH:6][C:7]=1[O:14][Si:24]([C:20]([CH3:23])([CH3:22])[CH3:21])([CH3:26])[CH3:25]. Given the reactants [N+:1]([C:4]1[CH:13]=[C:8]([C:9]([O:11][CH3:12])=[O:10])[C:7]([OH:14])=[CH:6][CH:5]=1)([O-:3])=[O:2].N1C=CN=C1.[C:20]([Si:24](Cl)([CH3:26])[CH3:25])([CH3:23])([CH3:22])[CH3:21].O, predict the reaction product. (2) Given the reactants [Br:1][C:2]1[CH:3]=[C:4]([N+:11]([O-:13])=[O:12])[CH:5]=[C:6]2[C:10]=1[NH:9][CH:8]=[CH:7]2.[CH3:14][C:15](C)([O-])C.[K+].C(I)C.O, predict the reaction product. The product is: [Br:1][C:2]1[CH:3]=[C:4]([N+:11]([O-:13])=[O:12])[CH:5]=[C:6]2[C:10]=1[N:9]([CH2:14][CH3:15])[CH:8]=[CH:7]2. (3) Given the reactants Cl.[F:2][C:3]1[CH:4]=[C:5]([N:16]2[CH2:20][C@H:19]([CH2:21][N:22]3[CH:26]=[C:25]([CH3:27])[N:24]=[N:23]3)[O:18][C:17]2=[O:28])[CH:6]=[C:7]([F:15])[C:8]=1[C:9]1[CH2:10][CH2:11][NH:12][CH2:13][CH:14]=1.N1C=CC=CC=1.[CH3:35][C:36]1([CH3:44])[O:40][C@H:39]([C:41](Cl)=[O:42])[CH2:38][O:37]1.O, predict the reaction product. The product is: [CH3:35][C:36]1([CH3:44])[O:40][C@H:39]([C:41]([N:12]2[CH2:11][CH:10]=[C:9]([C:8]3[C:7]([F:15])=[CH:6][C:5]([N:16]4[CH2:20][C@H:19]([CH2:21][N:22]5[CH:26]=[C:25]([CH3:27])[N:24]=[N:23]5)[O:18][C:17]4=[O:28])=[CH:4][C:3]=3[F:2])[CH2:14][CH2:13]2)=[O:42])[CH2:38][O:37]1.